This data is from Reaction yield outcomes from USPTO patents with 853,638 reactions. The task is: Predict the reaction yield, written as a fraction of the theoretical maximum amount of product (1.0 means a 100% yield; for example, 0.34 means a 34% yield). (1) The reactants are [Cl:1][C:2]1[N:11]=[C:10]([CH3:12])[C:9]2[NH:8][C:7](=O)[CH:6]3[CH2:14][O:15][CH2:16][CH2:17][N:5]3[C:4]=2[N:3]=1.[H-].[Al+3].[Li+].[H-].[H-].[H-].C(OCC)(=O)C.[NH4+].[Cl-]. The catalyst is C1COCC1. The product is [Cl:1][C:2]1[N:11]=[C:10]([CH3:12])[C:9]2[NH:8][CH2:7][CH:6]3[CH2:14][O:15][CH2:16][CH2:17][N:5]3[C:4]=2[N:3]=1. The yield is 0.720. (2) The reactants are C[N:2](C)[CH:3]=[C:4]([C:14]1[CH:19]=[CH:18][N:17]=[CH:16][CH:15]=1)[C:5]([C:7]1[CH:12]=[CH:11][CH:10]=[C:9]([F:13])[CH:8]=1)=O.C[N:22](C)C=C(C1C=CN=CC=1)C(C1C=CC(F)=CC=1)=O. No catalyst specified. The product is [F:13][C:9]1[CH:8]=[C:7]([C:5]2[C:4]([C:14]3[CH:19]=[CH:18][N:17]=[CH:16][CH:15]=3)=[CH:3][NH:2][N:22]=2)[CH:12]=[CH:11][CH:10]=1. The yield is 0.700.